From a dataset of Aqueous solubility values for 9,982 compounds from the AqSolDB database. Regression/Classification. Given a drug SMILES string, predict its absorption, distribution, metabolism, or excretion properties. Task type varies by dataset: regression for continuous measurements (e.g., permeability, clearance, half-life) or binary classification for categorical outcomes (e.g., BBB penetration, CYP inhibition). For this dataset (solubility_aqsoldb), we predict Y. (1) The drug is O=C(O)CCSSCCC(=O)O. The Y is -0.930 log mol/L. (2) The drug is CC(N)C(=O)O. The Y is 0.268 log mol/L.